Task: Predict the product of the given reaction.. Dataset: Forward reaction prediction with 1.9M reactions from USPTO patents (1976-2016) (1) Given the reactants [BH4-].[Na+].[Cl:3][C:4]1[CH:5]=[C:6](/[C:19](/[C:27]2[NH:32][C:31](=[O:33])[C:30]([C:34]([F:37])([F:36])[F:35])=[CH:29][CH:28]=2)=[CH:20]\[C@H:21]2[CH2:25][CH2:24][C:23](=[O:26])[CH2:22]2)[CH:7]=[CH:8][C:9]=1[O:10][CH2:11][CH2:12][CH2:13][N:14]([CH2:17][CH3:18])[CH2:15][CH3:16].O, predict the reaction product. The product is: [Cl:3][C:4]1[CH:5]=[C:6](/[C:19](/[C:27]2[NH:32][C:31](=[O:33])[C:30]([C:34]([F:37])([F:35])[F:36])=[CH:29][CH:28]=2)=[CH:20]\[C@H:21]2[CH2:25][CH2:24][CH:23]([OH:26])[CH2:22]2)[CH:7]=[CH:8][C:9]=1[O:10][CH2:11][CH2:12][CH2:13][N:14]([CH2:15][CH3:16])[CH2:17][CH3:18]. (2) Given the reactants [NH:1]1[C:5]2[CH:6]=[CH:7][C:8]([C:10]3[O:11][C:12]4[C:17]([C:18](=[O:20])[CH:19]=3)=[CH:16][CH:15]=[C:14]([O:21]C)[C:13]=4[O:23]C)=[CH:9][C:4]=2[N:3]=[CH:2]1.C(=O)(O)[O-].[Na+].[NH:30]1[C:34]2[CH:35]=[CH:36][C:37]([C:39]3[O:40][C:41]4[C:46]([C:47](=[O:49])[CH:48]=3)=[CH:45][CH:44]=[C:43]([O:50][CH3:51])[C:42]=4[OH:52])=[CH:38][C:33]=2[N:32]=[CH:31]1, predict the reaction product. The product is: [NH:1]1[C:5]2[CH:6]=[CH:7][C:8]([C:10]3[O:11][C:12]4[C:17]([C:18](=[O:20])[CH:19]=3)=[CH:16][CH:15]=[C:14]([OH:21])[C:13]=4[OH:23])=[CH:9][C:4]=2[N:3]=[CH:2]1.[NH:30]1[C:34]2[CH:35]=[CH:36][C:37]([C:39]3[O:40][C:41]4[C:46]([C:47](=[O:49])[CH:48]=3)=[CH:45][CH:44]=[C:43]([O:50][CH3:51])[C:42]=4[OH:52])=[CH:38][C:33]=2[N:32]=[CH:31]1. (3) Given the reactants [Cl:1][C:2]1[CH:3]=[CH:4][C:5]([OH:20])=[C:6]([C:8]2[CH:9]=[N:10][N:11]([C:13]([O:15][C:16]([CH3:19])([CH3:18])[CH3:17])=[O:14])[CH:12]=2)[CH:7]=1.[Cl:21][C:22]1[CH:23]=[C:24]([S:29]([N:32]([CH2:38][C:39]2[CH:44]=[CH:43][C:42]([O:45][CH3:46])=[CH:41][C:40]=2[O:47][CH3:48])[C:33]2[S:37][N:36]=[CH:35][N:34]=2)(=[O:31])=[O:30])[CH:25]=[CH:26][C:27]=1F.C(=O)([O-])[O-].[K+].[K+], predict the reaction product. The product is: [Cl:1][C:2]1[CH:3]=[CH:4][C:5]([O:20][C:27]2[CH:26]=[CH:25][C:24]([S:29]([N:32]([CH2:38][C:39]3[CH:44]=[CH:43][C:42]([O:45][CH3:46])=[CH:41][C:40]=3[O:47][CH3:48])[C:33]3[S:37][N:36]=[CH:35][N:34]=3)(=[O:30])=[O:31])=[CH:23][C:22]=2[Cl:21])=[C:6]([C:8]2[CH:9]=[N:10][N:11]([C:13]([O:15][C:16]([CH3:17])([CH3:19])[CH3:18])=[O:14])[CH:12]=2)[CH:7]=1.